Dataset: Full USPTO retrosynthesis dataset with 1.9M reactions from patents (1976-2016). Task: Predict the reactants needed to synthesize the given product. (1) Given the product [F:23][C:24]1[CH:25]=[CH:26][C:27]([N:30]2[C:33](=[O:34])[C@H:32]([S:35][CH2:36][CH:37]([C:39]3[CH:40]=[CH:41][C:42]([F:45])=[CH:43][CH:44]=3)[OH:38])[C@H:31]2[C:46]2[CH:47]=[CH:48][C:49]([O:50][CH2:51][C:52]([NH:54][CH2:55][C:56]([NH:68][C@@H:69]([C:74]([OH:76])=[O:75])[C:70]([CH3:73])([CH3:72])[CH3:71])=[O:57])=[O:53])=[CH:59][CH:60]=2)=[CH:28][CH:29]=1, predict the reactants needed to synthesize it. The reactants are: CN(C(ON1N=NC2C=CC=CC1=2)=[N+](C)C)C.[B-](F)(F)(F)F.[F:23][C:24]1[CH:29]=[CH:28][C:27]([N:30]2[C:33](=[O:34])[C@H:32]([S:35][CH2:36][C:37]([C:39]3[CH:44]=[CH:43][C:42]([F:45])=[CH:41][CH:40]=3)=[O:38])[C@H:31]2[C:46]2[CH:60]=[CH:59][C:49]([O:50][CH2:51][C:52]([NH:54][CH2:55][C:56](O)=[O:57])=[O:53])=[CH:48][CH:47]=2)=[CH:26][CH:25]=1.CN1CCOCC1.[NH2:68][C@H:69]([C:74]([OH:76])=[O:75])[C:70]([CH3:73])([CH3:72])[CH3:71]. (2) Given the product [NH2:8][C@H:16]1[CH2:21][CH2:20][C@H:19]([C:22]([OH:25])([CH3:23])[CH3:24])[CH2:18][CH2:17]1, predict the reactants needed to synthesize it. The reactants are: C([N:8]([C@H:16]1[CH2:21][CH2:20][C@H:19]([C:22]([OH:25])([CH3:24])[CH3:23])[CH2:18][CH2:17]1)CC1C=CC=CC=1)C1C=CC=CC=1. (3) Given the product [F:14][C:15]1[CH:20]=[C:19]([CH3:21])[C:18]([O:22][CH2:2][CH2:3][CH2:4][O:5][C:6]2[CH:11]=[CH:10][C:9]([F:12])=[CH:8][C:7]=2[I:13])=[C:17]([I:23])[CH:16]=1, predict the reactants needed to synthesize it. The reactants are: Br[CH2:2][CH2:3][CH2:4][O:5][C:6]1[CH:11]=[CH:10][C:9]([F:12])=[CH:8][C:7]=1[I:13].[F:14][C:15]1[CH:20]=[C:19]([CH3:21])[C:18]([OH:22])=[C:17]([I:23])[CH:16]=1.C(=O)([O-])[O-].[K+].[K+]. (4) Given the product [Br:1][C:2]1[CH:3]=[C:4]2[C:5]([CH:18]([OH:19])[C:17]3[C:12]([F:11])=[C:13]([NH:20][S:21]([CH2:24][CH2:25][CH3:26])(=[O:23])=[O:22])[CH:14]=[CH:15][CH:16]=3)=[CH:6][NH:7][C:8]2=[N:9][CH:10]=1, predict the reactants needed to synthesize it. The reactants are: [Br:1][C:2]1[CH:3]=[C:4]2[C:8](=[N:9][CH:10]=1)[NH:7][CH:6]=[CH:5]2.[F:11][C:12]1[C:17]([CH:18]=[O:19])=[CH:16][CH:15]=[CH:14][C:13]=1[NH:20][S:21]([CH2:24][CH2:25][CH3:26])(=[O:23])=[O:22].[OH-].[K+].O. (5) Given the product [CH2:1]([N:8]([CH3:19])[C:9]1[CH:14]=[C:13]([NH2:15])[CH:12]=[CH:11][C:10]=1[CH3:18])[C:2]1[CH:7]=[CH:6][CH:5]=[CH:4][CH:3]=1, predict the reactants needed to synthesize it. The reactants are: [CH2:1]([N:8]([CH3:19])[C:9]1[CH:14]=[C:13]([N+:15]([O-])=O)[CH:12]=[CH:11][C:10]=1[CH3:18])[C:2]1[CH:7]=[CH:6][CH:5]=[CH:4][CH:3]=1. (6) Given the product [C:22]1([N:12]2[C:13]3[CH2:1][N:2]([C:14]([O:16][C:17]([CH3:20])([CH3:19])[CH3:18])=[O:15])[CH2:3][CH2:4][C:5]=3[C:6]3[C:11]2=[CH:10][CH:9]=[CH:8][CH:7]=3)[CH:27]=[CH:26][CH:25]=[CH:24][CH:23]=1, predict the reactants needed to synthesize it. The reactants are: [CH2:1]1[C:13]2[NH:12][C:11]3[C:6](=[CH:7][CH:8]=[CH:9][CH:10]=3)[C:5]=2[CH2:4][CH2:3][N:2]1[C:14]([O:16][C:17]([CH3:20])([CH3:19])[CH3:18])=[O:15].Br[C:22]1[CH:27]=[CH:26][CH:25]=[CH:24][CH:23]=1.CC1(C)C2C(=C(P(C3C=CC=CC=3)C3C=CC=CC=3)C=CC=2)OC2C(P(C3C=CC=CC=3)C3C=CC=CC=3)=CC=CC1=2.C([O-])([O-])=O.[Cs+].[Cs+].